This data is from Reaction yield outcomes from USPTO patents with 853,638 reactions. The task is: Predict the reaction yield, written as a fraction of the theoretical maximum amount of product (1.0 means a 100% yield; for example, 0.34 means a 34% yield). (1) The catalyst is O1CCOCC1.C([O-])(=O)C.[Pd+2].C([O-])(=O)C. The reactants are [F:1][C:2]1[C:3]([C:9]2[N:10]([CH:15]([CH3:17])[CH3:16])[C:11]([CH3:14])=[N:12][CH:13]=2)=[N:4][C:5]([NH2:8])=[N:6][CH:7]=1.I[C:19]1[CH:40]=[CH:39][C:22]([C:23]([NH:25][CH:26]2[CH2:31][CH2:30][CH2:29][N:28]([C:32]([O:34][C:35]([CH3:38])([CH3:37])[CH3:36])=[O:33])[CH2:27]2)=[O:24])=[CH:21][CH:20]=1.CC1(C)C2C(=C(P(C3C=CC=CC=3)C3C=CC=CC=3)C=CC=2)OC2C(P(C3C=CC=CC=3)C3C=CC=CC=3)=CC=CC1=2.C(=O)([O-])[O-].[Cs+].[Cs+]. The yield is 0.690. The product is [F:1][C:2]1[C:3]([C:9]2[N:10]([CH:15]([CH3:17])[CH3:16])[C:11]([CH3:14])=[N:12][CH:13]=2)=[N:4][C:5]([NH:8][C:19]2[CH:40]=[CH:39][C:22]([C:23]([NH:25][CH:26]3[CH2:31][CH2:30][CH2:29][N:28]([C:32]([O:34][C:35]([CH3:36])([CH3:37])[CH3:38])=[O:33])[CH2:27]3)=[O:24])=[CH:21][CH:20]=2)=[N:6][CH:7]=1. (2) The reactants are [F:1][C:2]1[CH:8]=[CH:7][C:5]([NH2:6])=[C:4]([CH3:9])[CH:3]=1.C1C(=O)N([Cl:17])C(=O)C1. The catalyst is C(#N)C. The product is [Cl:17][C:7]1[CH:8]=[C:2]([F:1])[CH:3]=[C:4]([CH3:9])[C:5]=1[NH2:6]. The yield is 0.240.